Dataset: Full USPTO retrosynthesis dataset with 1.9M reactions from patents (1976-2016). Task: Predict the reactants needed to synthesize the given product. (1) The reactants are: IC1C=CC=CC=1.[N+](C1C=CC(C(O)=O)=CC=1)([O-])=O.CCC[CH2:23][CH2:24][CH2:25][CH2:26][CH2:27][CH2:28][CH2:29][CH2:30][CH2:31][CH2:32][CH3:33].C1CCCC=1. Given the product [C:28]1([C@H:27]2[CH2:23][CH2:24][CH:25]=[CH:26]2)[CH:29]=[CH:30][CH:31]=[CH:32][CH:33]=1, predict the reactants needed to synthesize it. (2) Given the product [F:1][CH:2]1[CH2:6][CH2:5][CH:4]([C:7]([OH:9])=[O:8])[CH2:3]1, predict the reactants needed to synthesize it. The reactants are: [F:1][CH:2]1[CH2:6][CH2:5][CH:4]([C:7]([O:9]CC2C=CC=CC=2)=[O:8])[CH2:3]1. (3) Given the product [NH2:19][C:17]1[S:18][C:3]2[C:2]([NH:20][C@H:21]([CH2:24][CH3:25])[CH2:22][OH:23])=[N:7][C:6]([S:8][CH2:9][C:10]3[CH:15]=[CH:14][CH:13]=[CH:12][CH:11]=3)=[N:5][C:4]=2[N:16]=1, predict the reactants needed to synthesize it. The reactants are: Cl[C:2]1[C:3]2[S:18][C:17]([NH2:19])=[N:16][C:4]=2[N:5]=[C:6]([S:8][CH2:9][C:10]2[CH:15]=[CH:14][CH:13]=[CH:12][CH:11]=2)[N:7]=1.[NH2:20][C@H:21]([CH2:24][CH3:25])[CH2:22][OH:23].CN1CCCC1=O.C(N(CC)C(C)C)(C)C. (4) Given the product [CH:3]([CH:6]([C@H:16]1[CH2:17][C@H:18]([OH:34])[CH2:19]1)[C:7]([CH:10]([CH3:11])[CH3:12])([CH:13]([CH3:15])[CH3:14])[O:8][SiH3:9])([CH3:4])[CH3:5], predict the reactants needed to synthesize it. The reactants are: [OH-].[Na+].[CH:3]([CH:6]([C@H:16]1[CH2:19][C@H:18](C2C=C([N+]([O-])=O)C=CC=2C([O-])=O)[CH2:17]1)[C:7]([CH:13]([CH3:15])[CH3:14])([CH:10]([CH3:12])[CH3:11])[O:8][SiH3:9])([CH3:5])[CH3:4].CC(O)=[O:34]. (5) Given the product [CH:10]1([S:9][C:4]2[C:3]([CH2:2][O:28][C:26]3[CH:25]=[CH:24][C:23]4[C@@H:19]([CH2:18][C:17]([OH:29])=[O:16])[CH2:20][O:21][C:22]=4[CH:27]=3)=[CH:8][CH:7]=[CH:6][N:5]=2)[CH2:14][CH2:13][CH2:12][CH2:11]1, predict the reactants needed to synthesize it. The reactants are: Cl[CH2:2][C:3]1[C:4]([S:9][CH:10]2[CH2:14][CH2:13][CH2:12][CH2:11]2)=[N:5][CH:6]=[CH:7][CH:8]=1.C[O:16][C:17](=[O:29])[CH2:18][C@@H:19]1[C:23]2[CH:24]=[CH:25][C:26]([OH:28])=[CH:27][C:22]=2[O:21][CH2:20]1. (6) The reactants are: [CH3:1][N:2]1[CH:6]=[C:5]([NH:7]C=O)[CH:4]=[C:3]1[C:10]([Cl:12])=[O:11].C(N(C(C)C)CC)(C)C.[NH2:22][CH2:23][CH2:24][C:25]#[N:26].Cl. Given the product [ClH:12].[CH3:1][N:2]1[CH:6]=[C:5]([NH2:7])[CH:4]=[C:3]1[C:10]([NH:26][CH2:25][CH2:24][C:23]#[N:22])=[O:11], predict the reactants needed to synthesize it. (7) Given the product [CH2:20]([O:19][C:15]([CH2:16][O:13][C:12]([C:2]1([CH3:1])[C:4]2([CH2:9][CH2:8][CH2:7][C:6]([CH3:10])([CH3:11])[CH2:5]2)[CH2:3]1)=[O:14])=[O:18])[CH3:21], predict the reactants needed to synthesize it. The reactants are: [CH3:1][C:2]1([C:12]([OH:14])=[O:13])[C:4]2([CH2:9][CH2:8][CH2:7][C:6]([CH3:11])([CH3:10])[CH2:5]2)[CH2:3]1.[C:15]([O:19][CH2:20][CH3:21])(=[O:18])[CH2:16]O.C1(N=C=NC2CCCCC2)CCCCC1. (8) Given the product [CH2:1]([O:3][C:4](=[O:17])[C:5]1[CH:10]=[C:9]([NH2:11])[C:8]([NH:14][CH3:15])=[CH:7][C:6]=1[F:16])[CH3:2], predict the reactants needed to synthesize it. The reactants are: [CH2:1]([O:3][C:4](=[O:17])[C:5]1[CH:10]=[C:9]([N+:11]([O-])=O)[C:8]([NH:14][CH3:15])=[CH:7][C:6]=1[F:16])[CH3:2]. (9) Given the product [C:61]([O:60][C:58](=[O:59])[NH:32][C@H:23]([C@@H:24]1[CH2:28][C@@H:27]([CH2:29][CH3:30])[C:26](=[O:31])[O:25]1)[CH2:22][N:9]1[CH2:10][C:11](=[O:21])[N:12]([C:14]2[CH:19]=[CH:18][CH:17]=[CH:16][C:15]=2[CH3:20])[CH2:13][C:8]1([CH3:45])[CH3:7])([CH3:64])([CH3:63])[CH3:62], predict the reactants needed to synthesize it. The reactants are: C(=O)([O-])[O-].[Cs+].[Cs+].[CH3:7][C:8]1([CH3:45])[CH2:13][N:12]([C:14]2[CH:19]=[CH:18][CH:17]=[CH:16][C:15]=2[CH3:20])[C:11](=[O:21])[CH2:10][N:9]1[CH2:22][C@H:23]([NH:32]S(C1C=CC=CC=1[N+]([O-])=O)(=O)=O)[C@@H:24]1[CH2:28][C@@H:27]([CH2:29][CH3:30])[C:26](=[O:31])[O:25]1.C1(S)C=CC=CC=1.C(=O)(O)[O-].[Na+].[C:58](OC(OC(C)(C)C)=O)([O:60][C:61]([CH3:64])([CH3:63])[CH3:62])=[O:59].N[C@H]([C@@H]1C[C@@H](CC)C(=O)O1)CN1C(C)(C)CN(C2C=CC=CC=2C)C(=O)C1.